This data is from Experimentally validated miRNA-target interactions with 360,000+ pairs, plus equal number of negative samples. The task is: Binary Classification. Given a miRNA mature sequence and a target amino acid sequence, predict their likelihood of interaction. (1) The miRNA is hsa-miR-4311 with sequence GAAAGAGAGCUGAGUGUG. The protein sequence of the target gene is MTNMETTAQAGSSVRVWMACLLLIFPTTVIGPKVTQPEVDTPLGRVRGRQVGVKDTDRMVNVFLGIPFAQAPLGPLRFSAPLPPQPWEGVRDASINPPMCLQDVERMSNSRFTLNEKMKIFPISEDCLTLNIYSPTEITAGDKRPVMVWIHGGSLLVGSSTSHDGSALAAYGDVVVVTVQYRLGIFGFLSTGDKHMPGNRGFLDVVAALRWVQGNIAPFGGDPNCVTIFGNSAGGIIVSSLLLSPMSAGLFHRAISQSGVVISKILEDLNAWSEAQNFANSVACGSASPAELVQCLLQKE.... Result: 0 (no interaction). (2) The miRNA is hsa-miR-6752-5p with sequence GGGGGGUGUGGAGCCAGGGGGC. The protein sequence of the target gene is MDALEEESFALSFSSASDAEFDAVVGCLEDIIMDDEFQLLQRNFMDKYYQEFEDTEENKLTYTPIFNEYISLVEKYIEEQLLERIPGFNMAAFTTTLQHHKDEVAGDIFDMLLTFTDFLAFKEMFLDYRAEKEGRGLDLSSGLVVTSLCKSSSTPASQNNLRH. Result: 0 (no interaction). (3) The miRNA is hsa-miR-34b-5p with sequence UAGGCAGUGUCAUUAGCUGAUUG. Result: 0 (no interaction). The protein sequence of the target gene is MAKDFQDIQQLSSEENDHPFHQGEGPGTRRLNPRRGNPFLKGPPPAQPLAQRLCSMVCFSLLALSFNILLLVVICVTGSQSEGHGGAQLQAELRSLKEAFSNFSSSTLTEVQAISTHGGSVGDKITSLGAKLEKQQQDLKADHDALLFHLKHFPVDLRFVACQMELLHSNGSQRTCCPVNWVEHQGSCYWFSHSGKAWAEAEKYCQLENAHLVVINSWEEQKFIVQHTNPFNTWIGLTDSDGSWKWVDGTDYRHNYKNWAVTQPDNWHGHELGGSEDCVEVQPDGRWNDDFCLQVYRWVC.... (4) The miRNA is hsa-miR-3180-3p with sequence UGGGGCGGAGCUUCCGGAGGCC. The protein sequence of the target gene is MLTRLFSEPGLLSDVPKFASWGDGEDDEPRSDKGDAPPPPPPAPGPGAPGPARAAKPVPLRGEEGTEATLAEVKEEGELGGEEEEEEEEEEGLDEAEGERPKKRGPKKRKMTKARLERSKLRRQKANARERNRMHDLNAALDNLRKVVPCYSKTQKLSKIETLRLAKNYIWALSEILRSGKRPDLVSYVQTLCKGLSQPTTNLVAGCLQLNSRNFLTEQGADGAGRFHGSGGPFAMHPYPYPCSRLAGAQCQAAGGLGGGAAHALRTHGYCAAYETLYAAAGGGGASPDYNSSEYEGPLS.... Result: 1 (interaction). (5) The miRNA is hsa-miR-216a-5p with sequence UAAUCUCAGCUGGCAACUGUGA. The protein sequence of the target gene is MRSIRKRWTICTISLLLIFYKTKEIARTEEHQETQLIGDGELSLSRSLVNSSDKIIRKAGSSIFQHNVEGWKINSSLVLEIRKNILRFLDAERDVSVVKSSFKPGDVIHYVLDRRRTLNISHDLHSLLPEVSPMKNRRFKTCAVVGNSGILLDSECGKEIDSHNFVIRCNLAPVVEFAADVGTKSDFITMNPSVVQRAFGGFRNESDREKFVHRLSMLNDSVLWIPAFMVKGGEKHVEWVNALILKNKLKVRTAYPSLRLIHAVRGYWLTNKVPIKRPSTGLLMYTLATRFCDEIHLYGF.... Result: 0 (no interaction). (6) The miRNA is hsa-miR-662 with sequence UCCCACGUUGUGGCCCAGCAG. The protein sequence of the target gene is MLMAGQRGAWTMGDVVEKSLEGPLAPSTDEPSQKTGDLVEILNGEKVKFDDAGLSLILQNGLETLRMENALTDVILCVDIQEFSCHRVVLAAASNYFRAMFCNDLKEKYEKRIIIKGVDAETMHTLLDYTYTSKALITKQNVQRVLEAANLFQFLRMVDACASFLTEALNPENCVGILRLADTHSLDSLKKQVQSYIIQNFVQILNSEEFLDLPVDTLHHILKSDDLYVTEEAQVFETVMSWVRHKPSERLCLLPYVLENVRLPLLDPWYFVETVEADPLIRQCPEVFPLLQEARMYHLS.... Result: 0 (no interaction). (7) The miRNA is hsa-miR-1277-5p with sequence AAAUAUAUAUAUAUAUGUACGUAU. The protein sequence of the target gene is MLRKGCCVELLLLLVAAELPLGGGCPRDCVCYPAPMTVSCQAHNFAAIPEGIPVDSERVFLQNNRIGLLQPGHFSPAMVTLWIYSNNITYIHPSTFEGFVHLEELDLGDNRQLRTLAPETFQGLVKLHALYLYKCGLSALPAGVFGGLHSLQYLYLQDNHIEYLQDDIFVDLVNLSHLFLHGNKLWSLGPGTFRGLVNLDRLLLHENQLQWVHHKAFHDLRRLTTLFLFNNSLSELQGECLAPLGALEFLRLNGNPWDCGCRARSLWEWLQRFRGSSSAVPCVSPGLRHGQDLKLLRAED.... Result: 1 (interaction). (8) The miRNA is hsa-miR-143-3p with sequence UGAGAUGAAGCACUGUAGCUC. The protein sequence of the target gene is MGMWSIGVGAVGAAAVALLLANTDMFLSKPRKAALEYLEDIDLKTLEKEPRTFKAKELWEKNGAVIMAVRRPGCFLCRAEAADLMSLKPKLDELGVPLYAVVKEQVKREVEDFQPYFKGEIFLDEKKKFYGPERRKMMFMGLIRLGVWYNSFRAWNGGFSGNLEGEGFILGGVFVIGSGKQGILLEHREKEFGDRVNPLSVLEAVKKIKLQTPASGRS. Result: 0 (no interaction).